This data is from Full USPTO retrosynthesis dataset with 1.9M reactions from patents (1976-2016). The task is: Predict the reactants needed to synthesize the given product. (1) Given the product [CH3:9][C:10]1[CH:26]=[CH:25][C:24]([CH3:27])=[CH:23][C:11]=1[O:12][CH2:13][C:14]1[CH:22]=[CH:21][CH:20]=[CH:19][C:15]=1[C:16]([Cl:1])=[O:17], predict the reactants needed to synthesize it. The reactants are: [Cl:1]C(Cl)C.S(Cl)(Cl)=O.[CH3:9][C:10]1[CH:26]=[CH:25][C:24]([CH3:27])=[CH:23][C:11]=1[O:12][CH2:13][C:14]1[CH:22]=[CH:21][CH:20]=[CH:19][C:15]=1[C:16](O)=[O:17]. (2) Given the product [OH:35][CH2:34][C:33]1[O:24][N:23]=[C:22]([C:17]23[CH2:20][CH2:21][C:14]([C:7]4[NH:8][C:9]5[N:10]([CH2:11][CH2:12][CH3:13])[C:2](=[O:1])[N:3]([CH2:26][CH2:27][CH3:28])[C:4](=[O:25])[C:5]=5[N:6]=4)([CH2:19][CH2:18]2)[CH2:15][CH2:16]3)[CH:32]=1, predict the reactants needed to synthesize it. The reactants are: [O:1]=[C:2]1[N:10]([CH2:11][CH2:12][CH3:13])[C:9]2[NH:8][C:7]([C:14]34[CH2:21][CH2:20][C:17]([CH:22]=[N:23][OH:24])([CH2:18][CH2:19]3)[CH2:16][CH2:15]4)=[N:6][C:5]=2[C:4](=[O:25])[N:3]1[CH2:26][CH2:27][CH3:28].ClN1[C:34](=[O:35])[CH2:33][CH2:32]C1=O.C(O)C#C.CCN(CC)CC.